From a dataset of Full USPTO retrosynthesis dataset with 1.9M reactions from patents (1976-2016). Predict the reactants needed to synthesize the given product. (1) Given the product [CH:16]1([O:15][CH:6]2[CH:5]([OH:4])[CH:10]([N:11]([CH3:13])[CH3:12])[CH2:9][CH:8]([CH3:14])[O:7]2)[CH2:29][CH2:28][CH2:27][CH2:26][CH2:25][CH2:24][CH2:23][CH2:22][CH2:21][CH2:20][CH2:19][CH2:18][CH2:17]1, predict the reactants needed to synthesize it. The reactants are: C([O:4][CH:5]1[CH:10]([N:11]([CH3:13])[CH3:12])[CH2:9][CH:8]([CH3:14])[O:7][CH:6]1[O:15][CH:16]1[CH2:29][CH2:28][CH2:27][CH2:26][CH2:25][CH2:24][CH2:23][CH2:22][CH2:21][CH2:20][CH2:19][CH2:18][CH2:17]1)(=O)C.C([O-])([O-])=O.[K+].[K+]. (2) The reactants are: [CH2:1]1[O:6][C:4](=[O:5])[O:3][CH:2]1[CH2:7][OH:8].[F:9][C:10]([F:21])([F:20])[C:11](O[C:11](=[O:12])[C:10]([F:21])([F:20])[F:9])=[O:12]. Given the product [F:9][C:10]([F:21])([F:20])[C:11]([O:8][CH2:7][CH:2]1[CH2:1][O:6][C:4](=[O:5])[O:3]1)=[O:12], predict the reactants needed to synthesize it. (3) Given the product [Br:1][C:2]1[CH:6]=[N:5][N:4]([CH3:7])[C:3]=1[C:8]1[CH:9]=[C:10]([NH:16][C:28]([NH:27][C:17]2[C:26]3[C:21](=[CH:22][CH:23]=[CH:24][CH:25]=3)[CH:20]=[CH:19][CH:18]=2)=[O:29])[CH:11]=[CH:12][C:13]=1[O:14][CH3:15], predict the reactants needed to synthesize it. The reactants are: [Br:1][C:2]1[CH:6]=[N:5][N:4]([CH3:7])[C:3]=1[C:8]1[CH:9]=[C:10]([NH2:16])[CH:11]=[CH:12][C:13]=1[O:14][CH3:15].[C:17]1([N:27]=[C:28]=[O:29])[C:26]2[C:21](=[CH:22][CH:23]=[CH:24][CH:25]=2)[CH:20]=[CH:19][CH:18]=1.